Task: Predict the product of the given reaction.. Dataset: Forward reaction prediction with 1.9M reactions from USPTO patents (1976-2016) Given the reactants [F:1][C:2]1[CH:3]=[C:4]([CH2:8][OH:9])[CH:5]=[CH:6][CH:7]=1.Cl[C:11]1[CH:22]=[C:15]2[N:16]([CH3:21])[C@H:17]([CH3:20])[CH2:18][CH2:19][N:14]2[C:13](=[O:23])[N:12]=1, predict the reaction product. The product is: [F:1][C:2]1[CH:3]=[C:4]([CH:5]=[CH:6][CH:7]=1)[CH2:8][O:9][C:11]1[CH:22]=[C:15]2[N:16]([CH3:21])[C@H:17]([CH3:20])[CH2:18][CH2:19][N:14]2[C:13](=[O:23])[N:12]=1.